Task: Predict the reactants needed to synthesize the given product.. Dataset: Full USPTO retrosynthesis dataset with 1.9M reactions from patents (1976-2016) Given the product [NH2:1][C:2]1[CH:3]=[C:4]2[C:8](=[CH:9][C:10]=1[N+:11]([O-:13])=[O:12])[C:7](=[O:14])[N:6]([CH2:24][CH2:23][N:22]([CH3:26])[CH3:21])[C:5]2=[O:15], predict the reactants needed to synthesize it. The reactants are: [NH2:1][C:2]1[CH:3]=[C:4]2[C:8](=[CH:9][C:10]=1[N+:11]([O-:13])=[O:12])[C:7](=[O:14])[NH:6][C:5]2=[O:15].N1C=CN=C1.[CH3:21][N:22]([CH3:26])[CH2:23][CH2:24]N.CCOCC.